This data is from Full USPTO retrosynthesis dataset with 1.9M reactions from patents (1976-2016). The task is: Predict the reactants needed to synthesize the given product. (1) Given the product [C:17]([O:5][CH2:6][CH2:7][O:8][CH2:9][CH2:10][O:11][CH2:12][CH2:13][N:14]=[N+:15]=[N-:16])(=[S:19])[CH3:18], predict the reactants needed to synthesize it. The reactants are: CS([O:5][CH2:6][CH2:7][O:8][CH2:9][CH2:10][O:11][CH2:12][CH2:13][N:14]=[N+:15]=[N-:16])(=O)=O.[C:17]([O-])(=[S:19])[CH3:18].[K+]. (2) Given the product [CH:1]1[C:10]2[C:5](=[CH:6][C:7]([C:11]3[S:17][C:16]([NH2:18])=[N:15][N:14]=3)=[CH:8][CH:9]=2)[CH:4]=[CH:3][N:2]=1, predict the reactants needed to synthesize it. The reactants are: [CH:1]1[C:10]2[C:5](=[CH:6][C:7]([C:11](O)=O)=[CH:8][CH:9]=2)[CH:4]=[CH:3][N:2]=1.[NH2:14][NH:15][C:16]([NH2:18])=[S:17].